This data is from Forward reaction prediction with 1.9M reactions from USPTO patents (1976-2016). The task is: Predict the product of the given reaction. (1) Given the reactants [Cl:1][C:2]1[C:3]([F:31])=[C:4]([CH:8]2[C:12]([C:15]3[CH:20]=[CH:19][C:18]([Cl:21])=[CH:17][C:16]=3[F:22])([C:13]#[N:14])[CH:11]([CH2:23][C:24]([CH3:27])([CH3:26])[CH3:25])[NH:10][CH:9]2[C:28](O)=[O:29])[CH:5]=[CH:6][CH:7]=1.CN(C(ON1N=NC2C=CC=NC1=2)=[N+](C)C)C.F[P-](F)(F)(F)(F)F.CCN(C(C)C)C(C)C.[NH2:65][C:66]1[CH:74]=[CH:73][C:69]([C:70]([NH2:72])=[O:71])=[C:68]([Cl:75])[CH:67]=1, predict the reaction product. The product is: [C:70]([C:69]1[CH:73]=[CH:74][C:66]([NH:65][C:28]([CH:9]2[CH:8]([C:4]3[CH:5]=[CH:6][CH:7]=[C:2]([Cl:1])[C:3]=3[F:31])[C:12]([C:15]3[CH:20]=[CH:19][C:18]([Cl:21])=[CH:17][C:16]=3[F:22])([C:13]#[N:14])[CH:11]([CH2:23][C:24]([CH3:27])([CH3:26])[CH3:25])[NH:10]2)=[O:29])=[CH:67][C:68]=1[Cl:75])(=[O:71])[NH2:72]. (2) Given the reactants [CH:1]1([NH:4][S:5]([NH:8][C@@H:9]([CH2:20][C:21]2[O:22][C:23]([CH2:26][C:27]3[S:28][C:29]4[CH:35]=[C:34]([C:36]5[CH:41]=[CH:40][CH:39]=[CH:38][CH:37]=5)[CH:33]=[CH:32][C:30]=4[N:31]=3)=[N:24][N:25]=2)[C:10]([O:12]CC2C=CC=CC=2)=O)(=[O:7])=[O:6])[CH2:3][CH2:2]1.C[O-].[Na+].CO.Cl, predict the reaction product. The product is: [CH:1]1([N:4]2[C:10](=[O:12])[C@H:9]([CH2:20][C:21]3[O:22][C:23]([CH2:26][C:27]4[S:28][C:29]5[CH:35]=[C:34]([C:36]6[CH:41]=[CH:40][CH:39]=[CH:38][CH:37]=6)[CH:33]=[CH:32][C:30]=5[N:31]=4)=[N:24][N:25]=3)[NH:8][S:5]2(=[O:7])=[O:6])[CH2:3][CH2:2]1. (3) Given the reactants [CH:1]1[C:13]2[NH:12][C:11]3[C:6](=[CH:7][CH:8]=[CH:9][CH:10]=3)[C:5]=2[CH:4]=[CH:3][CH:2]=1.Br[CH2:15][CH2:16][CH2:17][CH2:18][CH3:19].C([O-])([O-])=O.[Cs+].[Cs+], predict the reaction product. The product is: [CH2:15]([N:12]1[C:11]2[CH:10]=[CH:9][CH:8]=[CH:7][C:6]=2[C:5]2[C:13]1=[CH:1][CH:2]=[CH:3][CH:4]=2)[CH2:16][CH2:17][CH2:18][CH3:19]. (4) Given the reactants Cl.[NH2:2][C@H:3]([C:5]([O:7][CH3:8])=[O:6])[CH3:4].Cl[P:10]([O:13][C:14]1[CH:19]=[CH:18][CH:17]=[CH:16][CH:15]=1)(Cl)=[O:11].CCN(CC)CC.[OH:27][C@H:28]([C:44]([CH3:48])([CH3:47])[CH2:45][OH:46])[C:29]([NH:31][CH2:32][CH2:33][C:34]([O:36][CH2:37][C:38]1[CH:43]=[CH:42][CH:41]=[CH:40][CH:39]=1)=[O:35])=[O:30], predict the reaction product. The product is: [OH:27][C@H:28]([C:44]([CH3:48])([CH3:47])[CH2:45][O:46][P:10]([NH:2][C@@H:3]([CH3:4])[C:5]([O:7][CH3:8])=[O:6])([O:13][C:14]1[CH:19]=[CH:18][CH:17]=[CH:16][CH:15]=1)=[O:11])[C:29]([NH:31][CH2:32][CH2:33][C:34]([O:36][CH2:37][C:38]1[CH:39]=[CH:40][CH:41]=[CH:42][CH:43]=1)=[O:35])=[O:30]. (5) Given the reactants [F:1][C:2]1[CH:3]=[C:4]([C:8]2[C:23](I)=[C:11]3[CH2:12][N:13]([C:16]([O:18][C:19]([CH3:22])([CH3:21])[CH3:20])=[O:17])[CH2:14][CH2:15][N:10]3[N:9]=2)[CH:5]=[CH:6][CH:7]=1.[CH3:25][N:26](C=O)C, predict the reaction product. The product is: [C:25]([C:23]1[C:8]([C:4]2[CH:5]=[CH:6][CH:7]=[C:2]([F:1])[CH:3]=2)=[N:9][N:10]2[CH2:15][CH2:14][N:13]([C:16]([O:18][C:19]([CH3:22])([CH3:21])[CH3:20])=[O:17])[CH2:12][C:11]=12)#[N:26].